From a dataset of NCI-60 drug combinations with 297,098 pairs across 59 cell lines. Regression. Given two drug SMILES strings and cell line genomic features, predict the synergy score measuring deviation from expected non-interaction effect. (1) Drug 1: C1CCC(CC1)NC(=O)N(CCCl)N=O. Drug 2: C1CC(C1)(C(=O)O)C(=O)O.[NH2-].[NH2-].[Pt+2]. Cell line: SN12C. Synergy scores: CSS=13.9, Synergy_ZIP=-9.48, Synergy_Bliss=-3.71, Synergy_Loewe=-2.88, Synergy_HSA=-1.71. (2) Drug 1: CN(C(=O)NC(C=O)C(C(C(CO)O)O)O)N=O. Drug 2: CC(C)CN1C=NC2=C1C3=CC=CC=C3N=C2N. Cell line: M14. Synergy scores: CSS=2.24, Synergy_ZIP=4.83, Synergy_Bliss=0.173, Synergy_Loewe=-1.44, Synergy_HSA=-1.55. (3) Drug 1: C1=CC=C(C=C1)NC(=O)CCCCCCC(=O)NO. Drug 2: COCCOC1=C(C=C2C(=C1)C(=NC=N2)NC3=CC=CC(=C3)C#C)OCCOC.Cl. Cell line: SK-OV-3. Synergy scores: CSS=1.69, Synergy_ZIP=-3.52, Synergy_Bliss=-2.14, Synergy_Loewe=-4.59, Synergy_HSA=-3.10.